From a dataset of Catalyst prediction with 721,799 reactions and 888 catalyst types from USPTO. Predict which catalyst facilitates the given reaction. (1) Reactant: [CH2:1]([C:8]1[O:12][N:11]=[CH:10][C:9]=1[C:13]([OH:15])=O)[C:2]1[CH:7]=[CH:6][CH:5]=[CH:4][CH:3]=1.CN(C(ON1N=NC2C=CC=CC1=2)=[N+](C)C)C.[B-](F)(F)(F)F.C(N(C(C)C)C(C)C)C.Cl.[C:48]1([C:54]2([OH:59])[CH2:58][CH2:57][NH:56][CH2:55]2)[CH:53]=[CH:52][CH:51]=[CH:50][CH:49]=1. Product: [CH2:1]([C:8]1[O:12][N:11]=[CH:10][C:9]=1[C:13]([N:56]1[CH2:57][CH2:58][C:54]([C:48]2[CH:49]=[CH:50][CH:51]=[CH:52][CH:53]=2)([OH:59])[CH2:55]1)=[O:15])[C:2]1[CH:3]=[CH:4][CH:5]=[CH:6][CH:7]=1. The catalyst class is: 3. (2) Reactant: [CH2:1]([O:3][C:4](=[O:21])[CH2:5][O:6][C:7]1[CH:12]=[CH:11][C:10]([O:13]CC2C=CC=CC=2)=[CH:9][CH:8]=1)[CH3:2].CCOC(C)=O. Product: [CH2:1]([O:3][C:4](=[O:21])[CH2:5][O:6][C:7]1[CH:12]=[CH:11][C:10]([OH:13])=[CH:9][CH:8]=1)[CH3:2]. The catalyst class is: 256. (3) Reactant: [N:1]1([C:6]2[CH:11]=[CH:10][C:9]([CH2:12][C:13]([N:15]3[CH2:41][CH2:40][N:18]4[CH2:19][C@@H:20]([C:30]5[CH:35]=[CH:34][C:33]([F:36])=[C:32]([C:37]#[N:38])[C:31]=5[CH3:39])[N:21](C(OC(C)(C)C)=O)[CH2:22][C@@H:17]4[CH2:16]3)=[O:14])=[CH:8][CH:7]=2)[CH:5]=[N:4][N:3]=[N:2]1.C1(SC)C=CC=CC=1.FC(F)(F)C(O)=O. Product: [N:1]1([C:6]2[CH:11]=[CH:10][C:9]([CH2:12][C:13]([N:15]3[CH2:41][CH2:40][N:18]4[CH2:19][C@@H:20]([C:30]5[C:31]([CH3:39])=[C:32]([C:33]([F:36])=[CH:34][CH:35]=5)[C:37]#[N:38])[NH:21][CH2:22][C@@H:17]4[CH2:16]3)=[O:14])=[CH:8][CH:7]=2)[CH:5]=[N:4][N:3]=[N:2]1. The catalyst class is: 4. (4) Reactant: [NH2:1][C:2]1[N:35]=[C:5]2[N:6]([C:25]3[CH:30]=[CH:29][CH:28]=[C:27]([C:31]([F:34])([F:33])[F:32])[CH:26]=3)[C:7]([CH3:24])=[C:8]([C:22]#[N:23])[CH:9]([C:10]3[CH:15]=[CH:14][C:13]([C:16]#[N:17])=[CH:12][C:11]=3[S:18]([CH3:21])(=[O:20])=[O:19])[N:4]2[N:3]=1.C1COCC1.Cl[C:42]([O:44][CH3:45])=[O:43]. Product: [C:22]([C:8]1[CH:9]([C:10]2[CH:15]=[CH:14][C:13]([C:16]#[N:17])=[CH:12][C:11]=2[S:18]([CH3:21])(=[O:20])=[O:19])[N:4]2[N:3]=[C:2]([NH:1][C:42](=[O:43])[O:44][CH3:45])[N:35]=[C:5]2[N:6]([C:25]2[CH:30]=[CH:29][CH:28]=[C:27]([C:31]([F:34])([F:32])[F:33])[CH:26]=2)[C:7]=1[CH3:24])#[N:23]. The catalyst class is: 17. (5) Reactant: [CH:1]1([N:4]([CH2:28][C:29]2[CH:34]=[C:33]([CH2:35][CH2:36][CH2:37][O:38][CH3:39])[CH:32]=[C:31]([O:40][CH2:41][CH2:42][O:43][CH3:44])[CH:30]=2)[C:5]([C@@H:7]2[C@@:12]([OH:20])([C:13]3[CH:14]=[N:15][C:16]([OH:19])=[CH:17][CH:18]=3)[CH2:11][CH2:10][N:9]([C:21]([O:23][C:24]([CH3:27])([CH3:26])[CH3:25])=[O:22])[CH2:8]2)=[O:6])[CH2:3][CH2:2]1.[OH-].[Na+].[CH3:47]OS(OC)(=O)=O. Product: [CH:1]1([N:4]([CH2:28][C:29]2[CH:34]=[C:33]([CH2:35][CH2:36][CH2:37][O:38][CH3:39])[CH:32]=[C:31]([O:40][CH2:41][CH2:42][O:43][CH3:44])[CH:30]=2)[C:5]([C@@H:7]2[C@@:12]([OH:20])([C:13]3[CH:18]=[CH:17][C:16](=[O:19])[N:15]([CH3:47])[CH:14]=3)[CH2:11][CH2:10][N:9]([C:21]([O:23][C:24]([CH3:25])([CH3:26])[CH3:27])=[O:22])[CH2:8]2)=[O:6])[CH2:3][CH2:2]1. The catalyst class is: 5. (6) Reactant: C([Si](C(C)C)(C(C)C)[N:5]1[C:13]2[C:8](=[CH:9][CH:10]=[C:11]([CH2:14][C@@H:15]3[CH2:19][CH2:18][CH2:17][N:16]3[CH3:20])[CH:12]=2)[CH:7]=[CH:6]1)(C)C.[N+](CCCC)(CCCC)(CCCC)CCCC.[F-]. Product: [CH3:20][N:16]1[CH2:17][CH2:18][CH2:19][C@H:15]1[CH2:14][C:11]1[CH:12]=[C:13]2[C:8]([CH:7]=[CH:6][NH:5]2)=[CH:9][CH:10]=1. The catalyst class is: 1. (7) Reactant: C([O:4][CH2:5][C:6]([CH3:46])([CH3:45])[CH2:7][N:8]1[C:14]2[CH:15]=[CH:16][C:17]([Cl:19])=[CH:18][C:13]=2[C@H:12]([CH2:20][CH:21]([CH3:24])[CH2:22][CH3:23])[O:11][C@H:10]([CH2:25][C:26]([NH:28][C:29]2[CH:30]=[C:31]([C:39]([O:41]CC)=[O:40])[C:32]3[C:37]([CH:38]=2)=[CH:36][CH:35]=[CH:34][CH:33]=3)=[O:27])[C:9]1=[O:44])(=O)C.[OH-].[Na+].C(O)C. Product: [Cl:19][C:17]1[CH:16]=[CH:15][C:14]2[N:8]([CH2:7][C:6]([CH3:45])([CH3:46])[CH2:5][OH:4])[C:9](=[O:44])[C@@H:10]([CH2:25][C:26]([NH:28][C:29]3[CH:30]=[C:31]([C:39]([OH:41])=[O:40])[C:32]4[C:37]([CH:38]=3)=[CH:36][CH:35]=[CH:34][CH:33]=4)=[O:27])[O:11][C@@H:12]([CH2:20][CH:21]([CH3:24])[CH2:22][CH3:23])[C:13]=2[CH:18]=1. The catalyst class is: 6.